From a dataset of Full USPTO retrosynthesis dataset with 1.9M reactions from patents (1976-2016). Predict the reactants needed to synthesize the given product. (1) The reactants are: CC1(C)C(C)(C)OB([C:9]2[CH:14]=[CH:13][C:12]([CH:15]3[CH2:17][CH:16]3[C:18]([O:20]CC)=[O:19])=[CH:11][CH:10]=2)O1.Br[C:25]1[CH:26]=[C:27]([N:31]2[C:40]3[C:35](=[CH:36][CH:37]=[CH:38][N:39]=3)[C:34](=[O:41])[C:33]([C:42]([N:44]3[CH2:49][CH2:48][O:47][CH2:46][CH2:45]3)=[O:43])=[CH:32]2)[CH:28]=[CH:29][CH:30]=1.C([O-])([O-])=O.[Na+].[Na+]. Given the product [N:44]1([C:42]([C:33]2[C:34](=[O:41])[C:35]3[C:40](=[N:39][CH:38]=[CH:37][CH:36]=3)[N:31]([C:27]3[CH:26]=[C:25]([C:9]4[CH:10]=[CH:11][C:12]([C@@H:15]5[CH2:17][C@H:16]5[C:18]([OH:20])=[O:19])=[CH:13][CH:14]=4)[CH:30]=[CH:29][CH:28]=3)[CH:32]=2)=[O:43])[CH2:45][CH2:46][O:47][CH2:48][CH2:49]1, predict the reactants needed to synthesize it. (2) Given the product [CH3:2][O:3][C:4]([C@@H:5]1[CH2:9][C@@H:8]([NH:10][C:25]([C:23]2[S:24][C:20]([Cl:19])=[CH:21][CH:22]=2)=[O:26])[CH2:7][N:6]1[C:11]([O:13][C:14]([CH3:15])([CH3:17])[CH3:16])=[O:12])=[O:18], predict the reactants needed to synthesize it. The reactants are: Cl.[CH3:2][O:3][C:4](=[O:18])[C@@H:5]1[CH2:9][C@@H:8]([NH2:10])[CH2:7][N:6]1[C:11]([O:13][C:14]([CH3:17])([CH3:16])[CH3:15])=[O:12].[Cl:19][C:20]1[S:24][C:23]([C:25](O)=[O:26])=[CH:22][CH:21]=1. (3) Given the product [F:1][C:2]1[CH:9]=[CH:8][C:7]([N+:10]([O-:12])=[O:11])=[CH:6][C:3]=1[CH2:4][N:14]([CH3:13])[C:22](=[O:23])[O:24][CH2:25][C:26]1[CH:31]=[CH:30][CH:29]=[CH:28][CH:27]=1, predict the reactants needed to synthesize it. The reactants are: [F:1][C:2]1[CH:9]=[CH:8][C:7]([N+:10]([O-:12])=[O:11])=[CH:6][C:3]=1[CH:4]=O.[CH3:13][NH2:14].[BH4-].[Na+].C(=O)(O)[O-].[Na+].[C:22](Cl)([O:24][CH2:25][C:26]1[CH:31]=[CH:30][CH:29]=[CH:28][CH:27]=1)=[O:23]. (4) Given the product [NH:8]1[C:16]2[C:11](=[CH:12][C:13]([NH:17][C:18]3[C:19]4[S:26][C:25]([C:27]5[CH:34]=[CH:33][C:30]([CH2:31][N:5]6[CH2:6][CH2:7][N:2]([CH3:1])[CH2:3][CH2:4]6)=[CH:29][CH:28]=5)=[CH:24][C:20]=4[N:21]=[CH:22][N:23]=3)=[CH:14][CH:15]=2)[CH:10]=[CH:9]1, predict the reactants needed to synthesize it. The reactants are: [CH3:1][N:2]1[CH2:7][CH2:6][NH:5][CH2:4][CH2:3]1.[NH:8]1[C:16]2[C:11](=[CH:12][C:13]([NH:17][C:18]3[C:19]4[S:26][C:25]([C:27]5[CH:34]=[CH:33][C:30]([CH:31]=O)=[CH:29][CH:28]=5)=[CH:24][C:20]=4[N:21]=[CH:22][N:23]=3)=[CH:14][CH:15]=2)[CH:10]=[CH:9]1.Cl. (5) Given the product [NH:8]1[C:16]2[C:11](=[CH:12][CH:13]=[CH:14][CH:15]=2)[CH:10]=[C:9]1[C:17]1[NH:21][N:20]=[C:19]2[CH2:22][N:23]([C:25](=[O:30])[CH2:26][CH:27]([CH3:28])[CH3:29])[CH2:24][C:18]=12, predict the reactants needed to synthesize it. The reactants are: C(OC([N:8]1[C:16]2[C:11](=[CH:12][CH:13]=[CH:14][CH:15]=2)[CH:10]=[C:9]1[C:17]1[NH:21][N:20]=[C:19]2[CH2:22][N:23]([C:25](=[O:30])[CH2:26][CH:27]([CH3:29])[CH3:28])[CH2:24][C:18]=12)=O)(C)(C)C.FC(F)(F)C(O)=O. (6) The reactants are: [CH3:1][S:2]([C:4]1[CH:9]=[CH:8][CH:7]=[CH:6][C:5]=1[N:10]1[CH:15]=[CH:14][C:13](=[O:16])[C:12]([C:17]2[N:21]([C:22]3[CH:27]=[CH:26][CH:25]=[CH:24][CH:23]=3)[N:20]=[CH:19][CH:18]=2)=[N:11]1)=[O:3].[OH:28]O. Given the product [CH3:1][S:2]([C:4]1[CH:9]=[CH:8][CH:7]=[CH:6][C:5]=1[N:10]1[CH:15]=[CH:14][C:13](=[O:16])[C:12]([C:17]2[N:21]([C:22]3[CH:27]=[CH:26][CH:25]=[CH:24][CH:23]=3)[N:20]=[CH:19][CH:18]=2)=[N:11]1)(=[O:28])=[O:3], predict the reactants needed to synthesize it. (7) Given the product [C:44]([N:12]1[CH2:13][CH:14]([OH:15])[CH:10]([O:9][C:8]2[CH:7]=[CH:6][C:5]([N:16]3[C:20]([CH3:21])([CH3:22])[C:19](=[O:23])[N:18]([C:24]4[CH:31]=[CH:30][C:27]([C:28]#[N:29])=[C:26]([C:32]([F:35])([F:33])[F:34])[CH:25]=4)[C:17]3=[S:36])=[CH:4][C:3]=2[F:2])[CH2:11]1)(=[O:46])[CH3:45], predict the reactants needed to synthesize it. The reactants are: Cl.[F:2][C:3]1[CH:4]=[C:5]([N:16]2[C:20]([CH3:22])([CH3:21])[C:19](=[O:23])[N:18]([C:24]3[CH:31]=[CH:30][C:27]([C:28]#[N:29])=[C:26]([C:32]([F:35])([F:34])[F:33])[CH:25]=3)[C:17]2=[S:36])[CH:6]=[CH:7][C:8]=1[O:9][CH:10]1[CH:14]([OH:15])[CH2:13][NH:12][CH2:11]1.C(N(CC)CC)C.[C:44](Cl)(=[O:46])[CH3:45]. (8) Given the product [C:1]([O:5][C:6]([N:8]1[CH2:13][CH2:12][N:11]([S:29]([CH3:28])(=[O:31])=[O:30])[CH2:10][C@@H:9]1[C:14]([OH:16])=[O:15])=[O:7])([CH3:4])([CH3:3])[CH3:2], predict the reactants needed to synthesize it. The reactants are: [C:1]([O:5][C:6]([N:8]1[CH2:13][CH2:12][NH:11][CH2:10][C@@H:9]1[C:14]([O:16]CC)=[O:15])=[O:7])([CH3:4])([CH3:3])[CH3:2].[OH-].[Na+].Cl.C(=O)([O-])[O-].[Na+].[Na+].[CH3:28][S:29](Cl)(=[O:31])=[O:30]. (9) Given the product [C:29]([O:28][C:26](=[O:27])[N:24]([CH2:23][CH:16]1[CH2:15][CH2:14][C:13]2[C:18](=[C:19]([C:20](=[O:21])[NH:38][CH3:37])[C:10]([S:7]([C:1]3[CH:6]=[CH:5][CH:4]=[CH:3][CH:2]=3)(=[O:8])=[O:9])=[CH:11][CH:12]=2)[O:17]1)[CH3:25])([CH3:31])([CH3:30])[CH3:32], predict the reactants needed to synthesize it. The reactants are: [C:1]1([S:7]([C:10]2[C:19]([C:20](O)=[O:21])=[C:18]3[C:13]([CH2:14][CH2:15][CH:16]([CH2:23][N:24]([C:26]([O:28][C:29]([CH3:32])([CH3:31])[CH3:30])=[O:27])[CH3:25])[O:17]3)=[CH:12][CH:11]=2)(=[O:9])=[O:8])[CH:6]=[CH:5][CH:4]=[CH:3][CH:2]=1.O=S(Cl)Cl.[CH3:37][NH2:38]. (10) Given the product [CH3:15][C@H:3]1[C@H:2]([O:1][C:19]2[N:24]=[CH:23][C:22]([C:25]([F:28])([F:27])[F:26])=[CH:21][N:20]=2)[CH2:7][CH2:6][CH2:5][N:4]1[C:8]([O:10][C:11]([CH3:14])([CH3:13])[CH3:12])=[O:9], predict the reactants needed to synthesize it. The reactants are: [OH:1][C@@H:2]1[CH2:7][CH2:6][CH2:5][N:4]([C:8]([O:10][C:11]([CH3:14])([CH3:13])[CH3:12])=[O:9])[C@H:3]1[CH3:15].[H-].[Na+].Cl[C:19]1[N:24]=[CH:23][C:22]([C:25]([F:28])([F:27])[F:26])=[CH:21][N:20]=1.